This data is from Catalyst prediction with 721,799 reactions and 888 catalyst types from USPTO. The task is: Predict which catalyst facilitates the given reaction. Reactant: C([NH:4][C:5]([CH2:16][CH2:17][C:18](=O)[C:19]1[CH:24]=[CH:23][C:22]([F:25])=[CH:21][CH:20]=1)(C(OCC)=O)[C:6]([O:8][CH2:9]C)=[O:7])(=O)C. Product: [F:25][C:22]1[CH:23]=[CH:24][C:19]([C:18]2[CH2:17][CH2:16][CH:5]([C:6]([O:8][CH3:9])=[O:7])[N:4]=2)=[CH:20][CH:21]=1. The catalyst class is: 33.